Regression. Given a peptide amino acid sequence and an MHC pseudo amino acid sequence, predict their binding affinity value. This is MHC class II binding data. From a dataset of Peptide-MHC class II binding affinity with 134,281 pairs from IEDB. (1) The peptide sequence is ALSDPYLSFAAALNG. The MHC is DRB1_0301 with pseudo-sequence DRB1_0301. The binding affinity (normalized) is 0.129. (2) The peptide sequence is LSAEYAAVADELIGL. The MHC is DRB1_1501 with pseudo-sequence DRB1_1501. The binding affinity (normalized) is 0.424. (3) The peptide sequence is QTAVDFGNSYIAEME. The MHC is DRB1_0405 with pseudo-sequence DRB1_0405. The binding affinity (normalized) is 0.0601. (4) The peptide sequence is LDAAYSVAYKAAVGA. The MHC is HLA-DPA10301-DPB10402 with pseudo-sequence HLA-DPA10301-DPB10402. The binding affinity (normalized) is 0.230. (5) The peptide sequence is DVVPEKYTIGATYAP. The MHC is HLA-DPA10103-DPB10401 with pseudo-sequence HLA-DPA10103-DPB10401. The binding affinity (normalized) is 0.161.